This data is from Full USPTO retrosynthesis dataset with 1.9M reactions from patents (1976-2016). The task is: Predict the reactants needed to synthesize the given product. (1) Given the product [C:10]([O:9][C:8]([NH:7][CH:4]1[CH2:3][CH2:2][N:1]([CH2:27][C:28]2[CH:37]=[CH:36][C:31]([C:32]([O:34][CH3:35])=[O:33])=[CH:30][CH:29]=2)[CH2:6][CH2:5]1)=[O:14])([CH3:11])([CH3:13])[CH3:12], predict the reactants needed to synthesize it. The reactants are: [NH:1]1[CH2:6][CH2:5][CH:4]([NH:7][C:8](=[O:14])[O:9][C:10]([CH3:13])([CH3:12])[CH3:11])[CH2:3][CH2:2]1.CN(C)C=O.C(=O)([O-])[O-].[K+].[K+].Br[CH2:27][C:28]1[CH:37]=[CH:36][C:31]([C:32]([O:34][CH3:35])=[O:33])=[CH:30][CH:29]=1. (2) The reactants are: [CH:1]1([NH:4][C:5]([CH:7]2[CH2:9][CH2:8]2)=O)[CH2:3][CH2:2]1.O(C)S(C(F)(F)F)(=O)=O.[CH2:19]([C:24]12[CH2:31][CH2:30][C:27]([C:32]([NH:34][NH2:35])=O)([CH2:28][CH2:29]1)[CH2:26][CH2:25]2)[CH2:20][CH2:21][CH2:22][CH3:23].CN(C=O)C.C(N(CC)CC)C. Given the product [CH:7]1([C:5]2[N:4]([CH:1]3[CH2:3][CH2:2]3)[C:32]([C:27]34[CH2:28][CH2:29][C:24]([CH2:19][CH2:20][CH2:21][CH2:22][CH3:23])([CH2:31][CH2:30]3)[CH2:25][CH2:26]4)=[N:34][N:35]=2)[CH2:9][CH2:8]1, predict the reactants needed to synthesize it.